Task: Predict the product of the given reaction.. Dataset: Forward reaction prediction with 1.9M reactions from USPTO patents (1976-2016) (1) Given the reactants CC1(C)C(C)(C)OB([C:9]2[CH:28]=[CH:27][C:12]([O:13][CH2:14][CH2:15][CH:16]3[CH2:19][N:18]([C:20]([O:22][C:23]([CH3:26])([CH3:25])[CH3:24])=[O:21])[CH2:17]3)=[C:11]([C:29]([F:32])([F:31])[F:30])[CH:10]=2)O1.[NH2:34][C:35]1[C:36]([C:44]#[N:45])=[N:37][C:38](Cl)=[CH:39][C:40]=1[NH:41][CH3:42].C1(P(C2CCCCC2)C2CCCCC2)CCCCC1.P([O-])([O-])([O-])=O.[K+].[K+].[K+], predict the reaction product. The product is: [NH2:34][C:35]1[C:40]([NH:41][CH3:42])=[CH:39][C:38]([C:9]2[CH:28]=[CH:27][C:12]([O:13][CH2:14][CH2:15][CH:16]3[CH2:17][N:18]([C:20]([O:22][C:23]([CH3:26])([CH3:24])[CH3:25])=[O:21])[CH2:19]3)=[C:11]([C:29]([F:31])([F:32])[F:30])[CH:10]=2)=[N:37][C:36]=1[C:44]#[N:45]. (2) Given the reactants [NH2:1][C:2]1[S:3][C:4]([C:13]([OH:15])=O)=[C:5]([C:7]2[CH:12]=[CH:11][CH:10]=[CH:9][CH:8]=2)[N:6]=1.Cl.Cl.[C:18]([C:20]1[CH:21]=[C:22]([N:26]2[CH2:31][CH2:30][NH:29][CH2:28][CH2:27]2)[CH:23]=[CH:24][CH:25]=1)#[N:19].Cl.CN(C)CCCN=C=NCC.O.ON1C2C=CC=CC=2N=N1, predict the reaction product. The product is: [NH2:1][C:2]1[S:3][C:4]([C:13]([N:29]2[CH2:28][CH2:27][N:26]([C:22]3[CH:21]=[C:20]([CH:25]=[CH:24][CH:23]=3)[C:18]#[N:19])[CH2:31][CH2:30]2)=[O:15])=[C:5]([C:7]2[CH:8]=[CH:9][CH:10]=[CH:11][CH:12]=2)[N:6]=1. (3) Given the reactants Cl.[CH3:2][O:3][C:4]1[CH:5]=[C:6]([CH:10]=[CH:11][N:12]=1)[C:7]([OH:9])=O.CN(C(ON1N=NC2C=CC=NC1=2)=[N+](C)C)C.F[P-](F)(F)(F)(F)F.C(N(C(C)C)C(C)C)C.[O:46]1[CH2:51][CH2:50][O:49][CH2:48][CH:47]1[C:52]1[C:60]2[S:59][C:58]([NH2:61])=[N:57][C:56]=2[C:55]([O:62][CH3:63])=[CH:54][CH:53]=1, predict the reaction product. The product is: [O:46]1[CH2:51][CH2:50][O:49][CH2:48][CH:47]1[C:52]1[C:60]2[S:59][C:58]([NH:61][C:7](=[O:9])[C:6]3[CH:10]=[CH:11][N:12]=[C:4]([O:3][CH3:2])[CH:5]=3)=[N:57][C:56]=2[C:55]([O:62][CH3:63])=[CH:54][CH:53]=1. (4) Given the reactants Cl.[NH2:2][C:3]1[CH:8]=[CH:7][C:6]([O:9][CH3:10])=[CH:5][C:4]=1[OH:11].[C:12]([NH:15][CH:16]([C:18](O)=[O:19])[CH3:17])(=[O:14])[CH3:13].ON1C2C=CC=CC=2N=N1.C(N(CC)CC)C.Cl.C(N=C=NCCCN(C)C)C, predict the reaction product. The product is: [C:12]([NH:15][C@H:16]([C:18]([NH:2][C:3]1[CH:8]=[CH:7][C:6]([O:9][CH3:10])=[CH:5][C:4]=1[OH:11])=[O:19])[CH3:17])(=[O:14])[CH3:13]. (5) Given the reactants [N:1]1([C:10]([O:12][C:13]([CH3:16])([CH3:15])[CH3:14])=[O:11])[C:9]2[C:4](=[CH:5][CH:6]=[CH:7][CH:8]=2)[CH2:3][CH2:2]1.CN(C)CCN(C)C.C([Li])(CC)C.CN(C)[CH:32]=[O:33], predict the reaction product. The product is: [CH:32]([C:8]1[CH:7]=[CH:6][CH:5]=[C:4]2[C:9]=1[N:1]([C:10]([O:12][C:13]([CH3:16])([CH3:15])[CH3:14])=[O:11])[CH2:2][CH2:3]2)=[O:33]. (6) The product is: [CH3:2][O:3][C:4](=[O:7])[CH2:5][NH:6][S:20]([C:14]1[CH:19]=[CH:18][CH:17]=[CH:16][CH:15]=1)(=[O:22])=[O:21]. Given the reactants Cl.[CH3:2][O:3][C:4](=[O:7])[CH2:5][NH2:6].N1C=CC=CC=1.[C:14]1([S:20](Cl)(=[O:22])=[O:21])[CH:19]=[CH:18][CH:17]=[CH:16][CH:15]=1, predict the reaction product.